Predict the reactants needed to synthesize the given product. From a dataset of Full USPTO retrosynthesis dataset with 1.9M reactions from patents (1976-2016). (1) The reactants are: C(O)C(C)C.[OH-].[NH3+:7][NH2:8].[CH2:9]([O:16][C:17]1[CH:26]=[CH:25][C:20]([C:21](OC)=[O:22])=[C:19]([CH2:27][CH3:28])[C:18]=1[CH3:29])[C:10]1[CH:15]=[CH:14][CH:13]=[CH:12][CH:11]=1. Given the product [CH2:9]([O:16][C:17]1[CH:26]=[CH:25][C:20]([C:21]([NH:7][NH2:8])=[O:22])=[C:19]([CH2:27][CH3:28])[C:18]=1[CH3:29])[C:10]1[CH:15]=[CH:14][CH:13]=[CH:12][CH:11]=1, predict the reactants needed to synthesize it. (2) Given the product [CH3:1][C:2]1[NH:3][C:4]2[C:9]([C:10]=1[CH3:11])=[CH:8][C:7]([O:12][C:13]1[C:22]3[C:17](=[CH:18][C:19]([O:25][CH2:27][CH2:28][CH2:29][N:30]4[CH2:35][CH2:34][O:33][CH2:32][CH2:31]4)=[C:20]([O:23][CH3:24])[CH:21]=3)[N:16]=[CH:15][N:14]=1)=[CH:6][CH:5]=2, predict the reactants needed to synthesize it. The reactants are: [CH3:1][C:2]1[NH:3][C:4]2[C:9]([C:10]=1[CH3:11])=[CH:8][C:7]([O:12][C:13]1[C:22]3[C:17](=[CH:18][C:19]([OH:25])=[C:20]([O:23][CH3:24])[CH:21]=3)[N:16]=[CH:15][N:14]=1)=[CH:6][CH:5]=2.O[CH2:27][CH2:28][CH2:29][N:30]1[CH2:35][CH2:34][O:33][CH2:32][CH2:31]1. (3) The reactants are: [Cl:1][C:2]1[CH:7]=[C:6](Cl)[CH:5]=[CH:4][C:3]=1[SH:9].[Br:10][C:11]1[CH:16]=[CH:15][CH:14]=[CH:13][C:12]=1S.ClC1C=CC=[CH:23][C:20]=1[CH:21]=[O:22].ClC1C=C(C=CC=1F)C=O.NCCCCCCO.[C:45]([N:48]1[CH2:54][CH2:53][CH2:52][NH:51][CH2:50][CH2:49]1)(=[O:47])[CH3:46]. Given the product [Br:10][C:11]1[CH:16]=[CH:15][CH:14]=[CH:13][C:12]=1[S:9][C:3]1[CH:4]=[CH:5][C:6](/[CH:23]=[CH:20]/[C:21]([N:51]2[CH2:52][CH2:53][CH2:54][N:48]([C:45](=[O:47])[CH3:46])[CH2:49][CH2:50]2)=[O:22])=[CH:7][C:2]=1[Cl:1], predict the reactants needed to synthesize it. (4) Given the product [CH2:23]([O:22][C:20]([N:19]=[S:17]([CH3:25])([C:13]1[CH:14]=[CH:15][CH:16]=[C:11]([CH2:10][NH:9][C:6]2[CH:5]=[C:4]3[C:3]([C:29]([NH:31][C:32]4[CH:33]=[N:34][CH:35]=[CH:36][CH:37]=4)=[N:28][CH:27]=[N:26]3)=[CH:8][CH:7]=2)[CH:12]=1)=[O:18])=[O:21])[CH3:24], predict the reactants needed to synthesize it. The reactants are: C([C:3]1[CH:8]=[CH:7][C:6]([NH:9][CH2:10][C:11]2[CH:16]=[CH:15][CH:14]=[C:13]([S:17]([CH3:25])(=[N:19][C:20]([O:22][CH2:23][CH3:24])=[O:21])=[O:18])[CH:12]=2)=[CH:5][C:4]=1[N:26]=[CH:27][N:28](C)[CH3:29])#N.[NH2:31][C:32]1[CH:33]=[N:34][CH:35]=[CH:36][CH:37]=1.ClCCl.CO. (5) Given the product [CH3:15][N:13]1[C:12](=[O:16])[CH:11]=[CH:10][C:9]([N:17]2[CH2:22][CH2:21][CH:20]([C:23]([OH:25])=[O:24])[CH2:19][CH2:18]2)=[N:14]1, predict the reactants needed to synthesize it. The reactants are: C(N(CC)CC)C.Cl[C:9]1[CH:10]=[CH:11][C:12](=[O:16])[N:13]([CH3:15])[N:14]=1.[NH:17]1[CH2:22][CH2:21][CH:20]([C:23]([OH:25])=[O:24])[CH2:19][CH2:18]1.[OH-].[Na+].